From a dataset of Reaction yield outcomes from USPTO patents with 853,638 reactions. Predict the reaction yield, written as a fraction of the theoretical maximum amount of product (1.0 means a 100% yield; for example, 0.34 means a 34% yield). The reactants are [Si]([O:8][C:9]1[CH:10]=[C:11]([CH:27]=[CH:28][CH:29]=1)[CH2:12][O:13][C:14]1[C:15]([NH:20][C:21]2[S:22][CH:23]=[C:24]([CH3:26])[N:25]=2)=[N:16][CH:17]=[CH:18][CH:19]=1)(C(C)(C)C)(C)C.CCCC[N+](CCCC)(CCCC)CCCC.[F-].[NH4+].[Cl-:49]. The catalyst is C1COCC1. The product is [ClH:49].[CH3:26][C:24]1[N:25]=[C:21]([NH:20][C:15]2[C:14]([O:13][CH2:12][C:11]3[CH:10]=[C:9]([OH:8])[CH:29]=[CH:28][CH:27]=3)=[CH:19][CH:18]=[CH:17][N:16]=2)[S:22][CH:23]=1. The yield is 0.790.